From a dataset of Reaction yield outcomes from USPTO patents with 853,638 reactions. Predict the reaction yield, written as a fraction of the theoretical maximum amount of product (1.0 means a 100% yield; for example, 0.34 means a 34% yield). (1) The reactants are [N:1]([C@@H:4]([CH3:9])[CH2:5][CH2:6][O:7][CH3:8])=[C:2]=S.[NH2:10][C:11]1[CH:12]=[CH:13][C:14]([C:18]2[N:19]=[C:20]([C:31]([CH3:37])([CH3:36])[C:32]([O:34][CH3:35])=[O:33])[NH:21][C:22]=2[C:23]2[CH:28]=[CH:27][C:26]([F:29])=[CH:25][C:24]=2[F:30])=[N:15][C:16]=1[OH:17].C1(N=C=NC2CCCCC2)CCCCC1. The catalyst is C(O)C. The product is [F:30][C:24]1[CH:25]=[C:26]([F:29])[CH:27]=[CH:28][C:23]=1[C:22]1[NH:21][C:20]([C:31]([CH3:37])([CH3:36])[C:32]([O:34][CH3:35])=[O:33])=[N:19][C:18]=1[C:14]1[N:15]=[C:16]2[O:17][C:2]([NH:1][C@@H:4]([CH3:9])[CH2:5][CH2:6][O:7][CH3:8])=[N:10][C:11]2=[CH:12][CH:13]=1. The yield is 0.740. (2) The reactants are [NH2:1][C:2]1[C:3]([NH:12][CH2:13][C:14]2[CH:19]=[CH:18][C:17]([C:20]3[CH:25]=[CH:24][CH:23]=[CH:22][C:21]=3[C:26]#[N:27])=[CH:16][CH:15]=2)=[C:4]([CH:9]=[CH:10][CH:11]=1)[C:5]([O:7][CH3:8])=[O:6].[C:28]([O-])([O-])([O-])[O:29][CH2:30][C:31]([F:34])([F:33])[F:32]. No catalyst specified. The product is [C:26]([C:21]1[CH:22]=[CH:23][CH:24]=[CH:25][C:20]=1[C:17]1[CH:18]=[CH:19][C:14]([CH2:13][N:12]2[C:3]3[C:4]([C:5]([O:7][CH3:8])=[O:6])=[CH:9][CH:10]=[CH:11][C:2]=3[N:1]=[C:28]2[O:29][CH2:30][C:31]([F:34])([F:33])[F:32])=[CH:15][CH:16]=1)#[N:27]. The yield is 0.250. (3) The reactants are [CH:1]1([C:7]([OH:9])=O)[CH2:6][CH2:5][CH2:4][CH2:3][CH2:2]1.[CH2:10]([N:13]1[C:17]([NH2:18])=[N:16][N:15]=[N:14]1)[CH2:11][CH3:12]. No catalyst specified. The product is [CH2:10]([N:13]1[C:17]([NH:18][C:7]([CH:1]2[CH2:2][CH2:3][CH2:4][CH2:5][CH2:6]2)=[O:9])=[N:16][N:15]=[N:14]1)[CH2:11][CH3:12]. The yield is 0.490. (4) The reactants are [CH3:1][C:2]1([CH3:14])[C:6]([CH3:8])([CH3:7])[O:5][B:4]([C:9]2[CH:10]=[N:11][NH:12][CH:13]=2)[O:3]1.N(/C(OC(C)C)=O)=N\C(OC(C)C)=O.C1(P(C2C=CC=CC=2)C2C=CC=CC=2)C=CC=CC=1.O[CH2:49][CH2:50][N:51]([CH3:59])[C:52](=[O:58])[O:53][C:54]([CH3:57])([CH3:56])[CH3:55]. The catalyst is C1COCC1. The product is [CH3:59][N:51]([CH2:50][CH2:49][N:12]1[CH:13]=[C:9]([B:4]2[O:5][C:6]([CH3:7])([CH3:8])[C:2]([CH3:14])([CH3:1])[O:3]2)[CH:10]=[N:11]1)[C:52](=[O:58])[O:53][C:54]([CH3:55])([CH3:57])[CH3:56]. The yield is 0.536. (5) The reactants are F[C:2]1[CH:19]=[CH:18][C:5]([O:6][CH2:7][C:8]2[CH:17]=[CH:16][C:15]3[C:10](=[CH:11][CH:12]=[CH:13][CH:14]=3)[N:9]=2)=[CH:4][C:3]=1[N+:20]([O-:22])=[O:21].Cl.[Br:24][C:25]1[CH:32]=[CH:31][C:28]([CH2:29][NH2:30])=[CH:27][CH:26]=1.CCN(C(C)C)C(C)C. The catalyst is CC(N(C)C)=O. The product is [Br:24][C:25]1[CH:32]=[CH:31][C:28]([CH2:29][NH:30][C:2]2[CH:19]=[CH:18][C:5]([O:6][CH2:7][C:8]3[CH:17]=[CH:16][C:15]4[C:10](=[CH:11][CH:12]=[CH:13][CH:14]=4)[N:9]=3)=[CH:4][C:3]=2[N+:20]([O-:22])=[O:21])=[CH:27][CH:26]=1. The yield is 0.840. (6) The reactants are [NH2:1][C:2]1[S:3][C:4]([CH2:7]O)=[CH:5][N:6]=1.[NH2:9][C@H:10]([C:19]([OH:21])=[O:20])[CH2:11][C:12]1[CH:17]=[CH:16][C:15]([OH:18])=[CH:14][CH:13]=1.FC(F)(F)S(O)(=O)=O. The catalyst is [N+](C)([O-])=O. The product is [NH2:9][C@@H:10]([CH2:11][C:12]1[CH:13]=[CH:14][C:15]([OH:18])=[C:16]([CH2:7][C:4]2[S:3][C:2]([NH2:1])=[N:6][CH:5]=2)[CH:17]=1)[C:19]([OH:21])=[O:20]. The yield is 0.556. (7) The reactants are Br.C[O:3][C:4]1[CH:12]=[CH:11][C:7]2[N:8]=[CH:9][S:10][C:6]=2[CH:5]=1.C([O-])(O)=O.[Na+]. The catalyst is Br.O. The product is [S:10]1[C:6]2[CH:5]=[C:4]([OH:3])[CH:12]=[CH:11][C:7]=2[N:8]=[CH:9]1. The yield is 0.570.